This data is from Catalyst prediction with 721,799 reactions and 888 catalyst types from USPTO. The task is: Predict which catalyst facilitates the given reaction. (1) Reactant: [F:1][CH2:2][CH2:3][C:4]1[CH:5]=[N:6][CH:7]=[CH:8][C:9]=1[NH:10]C(=O)OC(C)(C)C.C(O)(C(F)(F)F)=O.CO. Product: [F:1][CH2:2][CH2:3][C:4]1[CH:5]=[N:6][CH:7]=[CH:8][C:9]=1[NH2:10]. The catalyst class is: 2. (2) Product: [Cl:33][C:18]1[C:19]([CH2:21][O:22][CH:23]2[CH2:24][CH2:25][CH:26]([C:29]([F:31])([F:30])[F:32])[CH2:27][CH2:28]2)=[CH:20][C:15]2[O:14][N:13]=[C:12]([NH2:8])[C:16]=2[CH:17]=1. Reactant: C(OC([N:8]([C:12]1[C:16]2[CH:17]=[C:18]([Cl:33])[C:19]([CH2:21][O:22][CH:23]3[CH2:28][CH2:27][CH:26]([C:29]([F:32])([F:31])[F:30])[CH2:25][CH2:24]3)=[CH:20][C:15]=2[O:14][N:13]=1)C(=O)[O-])=O)(C)(C)C.FC(F)(F)C(O)=O. The catalyst class is: 2. (3) Reactant: Cl.[OH:2][NH2:3].CC([O-])=O.[Na+].[CH3:9][O:10][C:11]1[CH:18]=[CH:17][C:14]([CH:15]=O)=[CH:13][C:12]=1[OH:19]. Product: [CH3:9][O:10][C:11]1[CH:18]=[CH:17][C:14]([CH:15]=[N:3][OH:2])=[CH:13][C:12]=1[OH:19]. The catalyst class is: 14. (4) Reactant: [OH-].[K+].Cl[CH2:4][C@@H:5]([OH:31])[C@@H:6]([NH:27][C:28](=[O:30])[CH3:29])[CH2:7][C:8]1[CH:13]=[CH:12][C:11]([NH:14][C:15]2[CH:20]=[C:19]([C:21]3[CH:26]=[CH:25][CH:24]=[CH:23][CH:22]=3)[N:18]=[CH:17][N:16]=2)=[CH:10][CH:9]=1. Product: [O:31]1[CH2:4][C@@H:5]1[C@@H:6]([NH:27][C:28](=[O:30])[CH3:29])[CH2:7][C:8]1[CH:13]=[CH:12][C:11]([NH:14][C:15]2[CH:20]=[C:19]([C:21]3[CH:26]=[CH:25][CH:24]=[CH:23][CH:22]=3)[N:18]=[CH:17][N:16]=2)=[CH:10][CH:9]=1. The catalyst class is: 92. (5) Reactant: [C:1]([O:5][C:6]([N:8]1[CH2:12][CH2:11][C@@H:10]([N:13]2[C:17]3[N:18]=[CH:19][N:20]=[C:21]([NH2:22])[C:16]=3[C:15]([C:23]3[CH:28]=[CH:27][C:26]([O:29][C:30]4[CH:35]=[CH:34][CH:33]=[CH:32][CH:31]=4)=[CH:25][CH:24]=3)=[CH:14]2)[CH2:9]1)=[O:7])([CH3:4])([CH3:3])[CH3:2].C1C(=O)N([Br:43])C(=O)C1. Product: [NH2:22][C:21]1[C:16]2[C:15]([C:23]3[CH:24]=[CH:25][C:26]([O:29][C:30]4[CH:35]=[CH:34][CH:33]=[CH:32][CH:31]=4)=[CH:27][CH:28]=3)=[C:14]([Br:43])[N:13]([C@@H:10]3[CH2:11][CH2:12][N:8]([C:6]([O:5][C:1]([CH3:4])([CH3:2])[CH3:3])=[O:7])[CH2:9]3)[C:17]=2[N:18]=[CH:19][N:20]=1. The catalyst class is: 2. (6) Reactant: Cl.Cl.Cl.[NH2:4][C:5]1[C:10]2=[C:11]([C:29]3[S:30][C:31]4[C:37]([O:38][CH3:39])=[CH:36][C:35]([CH3:40])=[CH:34][C:32]=4[CH:33]=3)[C:12]([CH2:21][N:22]3[CH2:27][CH2:26][NH:25][C:24](=[O:28])[CH2:23]3)=[C:13]([CH2:14][N:15]3[CH2:20][CH2:19][NH:18][CH2:17][CH2:16]3)[N:9]2[N:8]=[CH:7][N:6]=1.C(=O)([O-])[O-].[Na+].[Na+].[C:47](Cl)(=[O:49])[CH3:48]. Product: [C:47]([N:18]1[CH2:17][CH2:16][N:15]([CH2:14][C:13]2[N:9]3[C:10]([C:5]([NH2:4])=[N:6][CH:7]=[N:8]3)=[C:11]([C:29]3[S:30][C:31]4[C:37]([O:38][CH3:39])=[CH:36][C:35]([CH3:40])=[CH:34][C:32]=4[CH:33]=3)[C:12]=2[CH2:21][N:22]2[CH2:27][CH2:26][NH:25][C:24](=[O:28])[CH2:23]2)[CH2:20][CH2:19]1)(=[O:49])[CH3:48]. The catalyst class is: 410. (7) Reactant: [NH:1]1[CH2:5][CH2:4][C:3]2([CH2:10][CH:9]3[CH2:11][N:6]2[CH2:7][CH2:8]3)[CH2:2]1.C1(P(C2C=CC=CC=2)C2C=CC3C(=CC=CC=3)C=2C2C3C(=CC=CC=3)C=CC=2P(C2C=CC=CC=2)C2C=CC=CC=2)C=CC=CC=1.CC(C)([O-])C.[K+].Br[C:65]1[CH:66]=[N:67][CH:68]=[N:69][CH:70]=1. Product: [N:67]1[CH:66]=[C:65]([N:1]2[CH2:5][CH2:4][C:3]3([CH2:10][CH:9]4[CH2:11][N:6]3[CH2:7][CH2:8]4)[CH2:2]2)[CH:70]=[N:69][CH:68]=1. The catalyst class is: 101. (8) Reactant: C([O:3][C:4](=[O:24])[CH:5]=[CH:6][C:7]([F:23])([F:22])[C:8]1[CH:13]=[CH:12][C:11]([C:14]2[CH:19]=[CH:18][C:17]([O:20][CH3:21])=[CH:16][CH:15]=2)=[CH:10][CH:9]=1)C.C1(P(=CC(OCC2C=CC=CC=2)=O)(C2C=CC=CC=2)C2C=CC=CC=2)C=CC=CC=1. Product: [F:22][C:7]([F:23])([C:8]1[CH:13]=[CH:12][C:11]([C:14]2[CH:19]=[CH:18][C:17]([O:20][CH3:21])=[CH:16][CH:15]=2)=[CH:10][CH:9]=1)[CH2:6][CH2:5][C:4]([OH:24])=[O:3]. The catalyst class is: 11. (9) Reactant: [F:1][CH:2]([F:28])[C:3]1[C:8]([CH2:9][NH:10]C(=O)OC(C)(C)C)=[CH:7][C:6]([C:18]2[CH:19]=[N:20][C:21]([C:24]([F:27])([F:26])[F:25])=[N:22][CH:23]=2)=[CH:5][N:4]=1.Cl. Product: [F:28][CH:2]([F:1])[C:3]1[C:8]([CH2:9][NH2:10])=[CH:7][C:6]([C:18]2[CH:19]=[N:20][C:21]([C:24]([F:27])([F:26])[F:25])=[N:22][CH:23]=2)=[CH:5][N:4]=1. The catalyst class is: 12. (10) Reactant: [Cr](Cl)([O-])(=O)=O.[NH+]1C=CC=CC=1.[Si:12]([O:29][C@@H:30]1[CH2:47][CH2:46][C@@:45]2([CH3:48])[C@@H:32]([CH2:33][CH2:34][C@@H:35]3[C@@H:44]2[CH2:43][CH2:42][C@@:40]2([CH3:41])[C@H:36]3[CH2:37][CH2:38][C@@H:39]2[C:49]#[C:50][CH:51]([OH:53])[CH3:52])[CH2:31]1)([C:25]([CH3:28])([CH3:27])[CH3:26])([C:19]1[CH:24]=[CH:23][CH:22]=[CH:21][CH:20]=1)[C:13]1[CH:18]=[CH:17][CH:16]=[CH:15][CH:14]=1.[O-][Si]([O-])=O.[Mg+2]. Product: [Si:12]([O:29][C@@H:30]1[CH2:47][CH2:46][C@@:45]2([CH3:48])[C@@H:32]([CH2:33][CH2:34][C@@H:35]3[C@@H:44]2[CH2:43][CH2:42][C@@:40]2([CH3:41])[C@H:36]3[CH2:37][CH2:38][C@@H:39]2[C:49]#[C:50][C:51](=[O:53])[CH3:52])[CH2:31]1)([C:25]([CH3:28])([CH3:27])[CH3:26])([C:19]1[CH:20]=[CH:21][CH:22]=[CH:23][CH:24]=1)[C:13]1[CH:14]=[CH:15][CH:16]=[CH:17][CH:18]=1. The catalyst class is: 4.